From a dataset of Reaction yield outcomes from USPTO patents with 853,638 reactions. Predict the reaction yield, written as a fraction of the theoretical maximum amount of product (1.0 means a 100% yield; for example, 0.34 means a 34% yield). (1) The reactants are [C:1]1([CH2:7][S:8](Cl)(=[O:10])=[O:9])[CH:6]=[CH:5][CH:4]=[CH:3][CH:2]=1.[Br:12][C:13]1[CH:18]=[CH:17][C:16]([C@@H:19]([NH2:21])[CH3:20])=[CH:15][CH:14]=1.C(N(CC)CC)C. The catalyst is ClCCl. The product is [Br:12][C:13]1[CH:18]=[CH:17][C:16]([C@@H:19]([NH:21][S:8]([CH2:7][C:1]2[CH:6]=[CH:5][CH:4]=[CH:3][CH:2]=2)(=[O:10])=[O:9])[CH3:20])=[CH:15][CH:14]=1. The yield is 0.710. (2) The reactants are [Br:1][C:2]1[N:7]=[C:6]([N+:8]([O-:10])=[O:9])[C:5]([OH:11])=[C:4]([CH3:12])[CH:3]=1.C([O-])([O-])=O.[K+].[K+].Br[CH2:20][C:21]([O:23][CH2:24][CH3:25])=[O:22].O. The catalyst is CS(C)=O. The product is [Br:1][C:2]1[N:7]=[C:6]([N+:8]([O-:10])=[O:9])[C:5]([O:11][CH2:20][C:21]([O:23][CH2:24][CH3:25])=[O:22])=[C:4]([CH3:12])[CH:3]=1. The yield is 0.840. (3) The reactants are [C:1]([C@H:5]1[CH2:10][CH2:9][C@H:8]([O:11][C:12]2[CH:13]=[C:14]3[C:19](=[CH:20][CH:21]=2)[CH2:18][CH:17]([CH2:22][OH:23])[CH2:16][CH2:15]3)[CH2:7][CH2:6]1)([CH3:4])([CH3:3])[CH3:2].C(Cl)Cl.CC(OI1(OC(C)=O)(OC(C)=O)OC(=O)C2C=CC=CC1=2)=O. No catalyst specified. The product is [C:1]([C@H:5]1[CH2:6][CH2:7][C@H:8]([O:11][C:12]2[CH:13]=[C:14]3[C:19](=[CH:20][CH:21]=2)[CH2:18][CH:17]([CH:22]=[O:23])[CH2:16][CH2:15]3)[CH2:9][CH2:10]1)([CH3:4])([CH3:2])[CH3:3]. The yield is 0.370. (4) The reactants are [C:1]1([S:7]([N:10]2[C:14]3=[N:15][CH:16]=[CH:17][CH:18]=[C:13]3[CH:12]=[C:11]2[CH:19]([OH:27])[CH2:20]C2CCOCC2)(=[O:9])=[O:8])[CH:6]=[CH:5][CH:4]=[CH:3][CH:2]=1.CC(OI1(OC(C)=O)(OC(C)=O)[O:41][C:39](=O)[C:38]2[CH:37]=[CH:36][CH:35]=CC1=2)=O. The catalyst is ClCCl. The product is [C:1]1([S:7]([N:10]2[C:14]3=[N:15][CH:16]=[CH:17][CH:18]=[C:13]3[CH:12]=[C:11]2[C:19](=[O:27])[CH2:20][CH:35]2[CH2:36][CH2:37][CH2:38][CH2:39][O:41]2)(=[O:8])=[O:9])[CH:2]=[CH:3][CH:4]=[CH:5][CH:6]=1. The yield is 0.930. (5) The reactants are [NH2:1][CH2:2][CH2:3][OH:4].CS([C:9]1[N:10]=[CH:11][C:12]2[C:17]([C:18]3[CH:23]=[CH:22][CH:21]=[CH:20][CH:19]=3)=[C:16]([C:24]3[CH:29]=[CH:28][C:27]([C:30]4([NH:34][C:35](=[O:41])[O:36][C:37]([CH3:40])([CH3:39])[CH3:38])[CH2:33][CH2:32][CH2:31]4)=[CH:26][CH:25]=3)[O:15][C:13]=2[N:14]=1)(=O)=O. No catalyst specified. The product is [OH:4][CH2:3][CH2:2][NH:1][C:9]1[N:10]=[CH:11][C:12]2[C:17]([C:18]3[CH:19]=[CH:20][CH:21]=[CH:22][CH:23]=3)=[C:16]([C:24]3[CH:29]=[CH:28][C:27]([C:30]4([NH:34][C:35](=[O:41])[O:36][C:37]([CH3:39])([CH3:38])[CH3:40])[CH2:31][CH2:32][CH2:33]4)=[CH:26][CH:25]=3)[O:15][C:13]=2[N:14]=1. The yield is 0.870.